From a dataset of Full USPTO retrosynthesis dataset with 1.9M reactions from patents (1976-2016). Predict the reactants needed to synthesize the given product. (1) Given the product [F:1][C:2]([F:32])([C:3]1[N:8]2[CH:9]=[C:10]([C:14]3[CH:15]=[N:16][N:17]([CH3:19])[CH:18]=3)[CH:11]=[C:12]([F:13])[C:7]2=[N:6][N:5]=1)[C:20]1[CH:21]=[C:22]2[C:27](=[CH:28][CH:29]=1)[N:26]=[CH:25][C:24]([O:30][CH3:31])=[CH:23]2, predict the reactants needed to synthesize it. The reactants are: [F:1][C:2]([F:32])([C:20]1[CH:21]=[C:22]2[C:27](=[CH:28][CH:29]=1)[N:26]=[CH:25][C:24]([O:30][CH3:31])=[CH:23]2)[C:3]([NH:5][NH:6][C:7]1[C:12]([F:13])=[CH:11][C:10]([C:14]2[CH:15]=[N:16][N:17]([CH3:19])[CH:18]=2)=[CH:9][N:8]=1)=O.C1(P(C2C=CC=CC=2)C2C=CC=CC=2)C=CC=CC=1.ClC(Cl)C.C(N(C(C)C)CC)(C)C.ClC(Cl)(Cl)C#N. (2) Given the product [C:1]([O:5][C:6]([N:8]1[CH2:9][CH2:10][CH:11]([CH2:14][N:15]([C:16]2[CH:21]=[CH:20][CH:19]=[C:18]([Cl:22])[CH:17]=2)[C:30](=[O:33])[CH2:31][CH3:32])[CH2:12][CH2:13]1)=[O:7])([CH3:4])([CH3:2])[CH3:3], predict the reactants needed to synthesize it. The reactants are: [C:1]([O:5][C:6]([N:8]1[CH2:13][CH2:12][CH:11]([CH2:14][NH:15][C:16]2[CH:21]=[CH:20][CH:19]=[C:18]([Cl:22])[CH:17]=2)[CH2:10][CH2:9]1)=[O:7])([CH3:4])([CH3:3])[CH3:2].C(N(CC)CC)C.[C:30](Cl)(=[O:33])[CH2:31][CH3:32].O. (3) Given the product [Cl:1][C:2]1[CH:7]=[C:6]([C:8]([N:10]2[C:23]3[C:18](=[CH:19][C:20]([Cl:24])=[CH:21][CH:22]=3)[C:12]3([CH2:13][CH2:14][N:15]([CH2:34]/[CH:33]=[C:32](/[C:29]4[CH:28]=[CH:27][C:26]([Cl:25])=[CH:31][CH:30]=4)\[Cl:36])[CH2:16][CH2:17]3)[CH2:11]2)=[O:9])[CH:5]=[CH:4][N:3]=1, predict the reactants needed to synthesize it. The reactants are: [Cl:1][C:2]1[CH:7]=[C:6]([C:8]([N:10]2[C:23]3[C:18](=[CH:19][C:20]([Cl:24])=[CH:21][CH:22]=3)[C:12]3([CH2:17][CH2:16][NH:15][CH2:14][CH2:13]3)[CH2:11]2)=[O:9])[CH:5]=[CH:4][N:3]=1.[Cl:25][C:26]1[CH:31]=[CH:30][C:29](/[C:32](/[Cl:36])=[CH:33]/[CH2:34]Cl)=[CH:28][CH:27]=1.